Task: Predict the reaction yield, written as a fraction of the theoretical maximum amount of product (1.0 means a 100% yield; for example, 0.34 means a 34% yield).. Dataset: Reaction yield outcomes from USPTO patents with 853,638 reactions (1) The reactants are [C:1]([O:5][C:6]([NH:8][C:9]1[CH:16]=[CH:15][C:12]([O:13]C)=[CH:11][CH:10]=1)=[O:7])([CH3:4])([CH3:3])[CH3:2].[C:17]([Li])(C)(C)C.[CH2:22]1[O:24][CH2:23]1.[Cl-].[NH4+]. The catalyst is CCOCC. The product is [OH:13][CH2:12][CH2:15][C:16]1[C:23]([O:24][CH3:22])=[CH:17][CH:11]=[CH:10][C:9]=1[NH:8][C:6]([O:5][C:1]([CH3:2])([CH3:3])[CH3:4])=[O:7]. The yield is 0.370. (2) The reactants are C[O:2][C:3]1[CH:4]=[C:5]2[C:9](=[CH:10][CH:11]=1)[N:8]([CH3:12])[CH:7]=[C:6]2[C:13]1[N:25]([S:26]([C:29]2[CH:35]=[CH:34][C:32]([CH3:33])=[CH:31][CH:30]=2)(=[O:28])=[O:27])[C:16]2=[N:17][CH:18]=[C:19]3[CH:23]=[N:22][N:21]([CH3:24])[C:20]3=[C:15]2[CH:14]=1.B(Br)(Br)Br.CO.C([O-])(O)=O.[Na+]. The catalyst is C(Cl)Cl. The product is [CH3:12][N:8]1[C:9]2[C:5](=[CH:4][C:3]([OH:2])=[CH:11][CH:10]=2)[C:6]([C:13]2[N:25]([S:26]([C:29]3[CH:35]=[CH:34][C:32]([CH3:33])=[CH:31][CH:30]=3)(=[O:28])=[O:27])[C:16]3=[N:17][CH:18]=[C:19]4[CH:23]=[N:22][N:21]([CH3:24])[C:20]4=[C:15]3[CH:14]=2)=[CH:7]1. The yield is 0.990. (3) The reactants are C([Li])CCC.[CH3:6][N:7]1[CH:11]=[CH:10][N:9]=[CH:8]1.[Cl:12][Si](CC)(CC)CC.[Cl:20][C:21]1[CH:22]=[C:23]([N:36]2[C:41](=[O:42])[NH:40][C:39](=[O:43])[CH:38]=[N:37]2)[CH:24]=[CH:25][C:26]=1[C:27](=[O:35])[C:28]1[CH:33]=[CH:32][C:31](Cl)=[CH:30][CH:29]=1.[NH4+].[Cl-]. The catalyst is C1COCC1. The product is [OH2:35].[Cl:20][C:21]1[CH:22]=[C:23]([N:36]2[C:41](=[O:42])[NH:40][C:39](=[O:43])[CH:38]=[N:37]2)[CH:24]=[CH:25][C:26]=1[C:27]([C:28]1[CH:33]=[CH:32][CH:31]=[CH:30][C:29]=1[Cl:12])([OH:35])[C:11]1[N:7]([CH3:6])[CH:8]=[N:9][CH:10]=1. The yield is 0.130. (4) The reactants are [F:1][C:2]1[CH:7]=[CH:6][C:5]([N:8]2[C@H:11]([C:12]3[CH:17]=[CH:16][C:15]([OH:18])=[CH:14][CH:13]=3)[C@@H:10]([CH2:19][CH2:20][C@@H:21]([C:23]3[CH:28]=[CH:27][C:26]([F:29])=[CH:25][CH:24]=3)[OH:22])[C:9]2=[O:30])=[CH:4][CH:3]=1.C(N(CC)CC)C.C1C=CC(N([S:45]([C:48]([F:51])([F:50])[F:49])(=[O:47])=[O:46])[S:45]([C:48]([F:51])([F:50])[F:49])(=[O:47])=[O:46])=CC=1.O. The catalyst is CN(C)C1C=CN=CC=1.C(Cl)Cl. The product is [F:49][C:48]([F:51])([F:50])[S:45]([O:18][C:15]1[CH:14]=[CH:13][C:12]([C@@H:11]2[C@@H:10]([CH2:19][CH2:20][C@@H:21]([C:23]3[CH:24]=[CH:25][C:26]([F:29])=[CH:27][CH:28]=3)[OH:22])[C:9](=[O:30])[N:8]2[C:5]2[CH:4]=[CH:3][C:2]([F:1])=[CH:7][CH:6]=2)=[CH:17][CH:16]=1)(=[O:47])=[O:46]. The yield is 0.960.